This data is from Forward reaction prediction with 1.9M reactions from USPTO patents (1976-2016). The task is: Predict the product of the given reaction. (1) Given the reactants [F:1][C:2]1[CH:3]=[C:4]([N:8]2[C:12]([C:13]([O:15]CC)=[O:14])=[CH:11][C:10]([CH:18]([CH3:20])[CH3:19])=[N:9]2)[CH:5]=[CH:6][CH:7]=1.O.[OH-].[Li+].C1COCC1.C(O)C, predict the reaction product. The product is: [F:1][C:2]1[CH:3]=[C:4]([N:8]2[C:12]([C:13]([OH:15])=[O:14])=[CH:11][C:10]([CH:18]([CH3:20])[CH3:19])=[N:9]2)[CH:5]=[CH:6][CH:7]=1. (2) Given the reactants C(O[C:4]([C:6]1[N:7]=[N:8][CH:9]=[CH:10][C:11]=1[NH:12][C:13](=[O:24])[CH2:14][C:15]1[C:20]([F:21])=[CH:19][C:18]([F:22])=[CH:17][C:16]=1[F:23])=[O:5])C.C(=O)([O-])[O-].[K+].[K+], predict the reaction product. The product is: [F:21][C:20]1[CH:19]=[C:18]([F:22])[CH:17]=[C:16]([F:23])[C:15]=1[CH:14]1[C:13](=[O:24])[NH:12][C:11]2[CH:10]=[CH:9][N:8]=[N:7][C:6]=2[C:4]1=[O:5]. (3) Given the reactants [F:1][C:2]1[CH:9]=[CH:8][C:5]([CH2:6]Br)=[C:4]([C:10]([F:13])([F:12])[F:11])[CH:3]=1.[CH2:14]([N:21]1[C:29]2[C:24](=[CH:25][CH:26]=[C:27]([CH2:30][C:31]([OH:33])=[O:32])[CH:28]=2)[CH:23]=[CH:22]1)[C:15]1[CH:20]=[CH:19][CH:18]=[CH:17][CH:16]=1, predict the reaction product. The product is: [F:1][C:2]1[CH:9]=[CH:8][C:5]([CH2:6][N:21]2[C:29]3[C:24](=[CH:25][CH:26]=[C:27]([CH2:30][C:31]([OH:33])=[O:32])[CH:28]=3)[CH:23]=[CH:22]2)=[C:4]([C:10]([F:13])([F:12])[F:11])[CH:3]=1.[CH2:14]([N:21]1[C:29]2[C:24](=[CH:25][CH:26]=[C:27]([CH2:30][C:31]([OH:33])=[O:32])[CH:28]=2)[CH:23]=[CH:22]1)[C:15]1[CH:16]=[CH:17][CH:18]=[CH:19][CH:20]=1. (4) Given the reactants N[CH2:2][CH2:3][CH2:4][CH2:5][CH2:6][CH2:7][NH2:8].[C:9](O)(=O)[CH2:10][CH2:11][CH2:12]CC(O)=O.C(O)(=O)CCCCCCCC[C:28]([OH:30])=[O:29], predict the reaction product. The product is: [NH2:8][CH:7]([CH2:6][CH2:5][CH2:4][CH2:3][CH2:2][CH2:9][CH2:10][CH2:11][CH3:12])[C:28]([OH:30])=[O:29]. (5) The product is: [N:21]1[C:30]2[C:25](=[CH:26][CH:27]=[CH:28][C:29]=2[N:31]2[CH2:36][CH2:35][CH:34]([N:16]3[CH2:15][CH2:14][N:13]([C:10]4[CH:11]=[CH:12][C:3]([C:2]([F:1])([F:19])[F:20])=[C:4]5[C:9]=4[N:8]=[CH:7][CH:6]=[CH:5]5)[CH2:18][CH2:17]3)[CH2:33][CH2:32]2)[CH:24]=[CH:23][CH:22]=1. Given the reactants [F:1][C:2]([F:20])([F:19])[C:3]1[CH:12]=[CH:11][C:10]([N:13]2[CH2:18][CH2:17][NH:16][CH2:15][CH2:14]2)=[C:9]2[C:4]=1[CH:5]=[CH:6][CH:7]=[N:8]2.[N:21]1[C:30]2[C:25](=[CH:26][CH:27]=[CH:28][C:29]=2[N:31]2[CH2:36][CH2:35][C:34](=O)[CH2:33][CH2:32]2)[CH:24]=[CH:23][CH:22]=1.C(O[BH-](OC(=O)C)OC(=O)C)(=O)C.[Na+], predict the reaction product. (6) Given the reactants Br[CH2:2][C:3]1[CH:11]=[CH:10][CH:9]=[CH:8][C:4]=1[C:5]([OH:7])=O.C([O:14][C:15](=[O:37])[C:16]([O:19][C:20]1[CH:25]=[CH:24][C:23]([O:26][C:27]2[CH:32]=[C:31]([F:33])[CH:30]=[C:29]([CH2:34][NH2:35])[CH:28]=2)=[CH:22][C:21]=1[CH3:36])([CH3:18])[CH3:17])C, predict the reaction product. The product is: [F:33][C:31]1[CH:32]=[C:27]([CH:28]=[C:29]([CH2:34][N:35]2[CH2:2][C:3]3[C:4](=[CH:8][CH:9]=[CH:10][CH:11]=3)[C:5]2=[O:7])[CH:30]=1)[O:26][C:23]1[CH:24]=[CH:25][C:20]([O:19][C:16]([CH3:17])([CH3:18])[C:15]([OH:37])=[O:14])=[C:21]([CH3:36])[CH:22]=1. (7) Given the reactants [Cl:1][C:2]1[CH:7]=[CH:6][C:5]([CH:8]2[CH2:10][CH:9]2[C:11]([OH:13])=O)=[CH:4][CH:3]=1.C(Cl)(=O)C(Cl)=O.N1C=CC=CC=1.[NH2:26][N:27]1[C:36](=[O:37])[C:35]2[C:30](=[CH:31][C:32]([F:38])=[CH:33][CH:34]=2)[N:29]=[C:28]1[N:39]1[CH2:43]CC[CH2:40]1, predict the reaction product. The product is: [CH3:40][N:39]([CH3:43])[C:28]1[N:27]([NH:26][C:11]([C@@H:9]2[CH2:10][C@@H:8]2[C:5]2[CH:4]=[CH:3][C:2]([Cl:1])=[CH:7][CH:6]=2)=[O:13])[C:36](=[O:37])[C:35]2[C:30](=[CH:31][C:32]([F:38])=[CH:33][CH:34]=2)[N:29]=1. (8) Given the reactants [C:1]([O:5][C:6](=[O:19])[CH2:7][C:8]1[CH:13]=[CH:12][C:11]([CH3:14])=[CH:10][C:9]=1[O:15][C:16]([CH3:18])=[O:17])([CH3:4])([CH3:3])[CH3:2].[Br:20]N1C(=O)CCC1=O, predict the reaction product. The product is: [C:1]([O:5][C:6](=[O:19])[CH2:7][C:8]1[CH:13]=[CH:12][C:11]([CH2:14][Br:20])=[CH:10][C:9]=1[O:15][C:16]([CH3:18])=[O:17])([CH3:4])([CH3:2])[CH3:3].